Dataset: Full USPTO retrosynthesis dataset with 1.9M reactions from patents (1976-2016). Task: Predict the reactants needed to synthesize the given product. Given the product [NH2:39][C:18]1([C:14]2[CH:13]=[C:12]([C:8]3[CH:7]=[C:6]4[C:11](=[CH:10][CH:9]=3)[N:2]([CH3:1])[C:3](=[O:24])[CH2:4][CH2:5]4)[CH:17]=[N:16][CH:15]=2)[CH2:20][CH2:19]1, predict the reactants needed to synthesize it. The reactants are: [CH3:1][N:2]1[C:11]2[C:6](=[CH:7][C:8]([C:12]3[CH:13]=[C:14]([C:18]4(C(O)=O)[CH2:20][CH2:19]4)[CH:15]=[N:16][CH:17]=3)=[CH:9][CH:10]=2)[CH2:5][CH2:4][C:3]1=[O:24].C1(P([N:39]=[N+]=[N-])(C2C=CC=CC=2)=O)C=CC=CC=1.C1COCC1.